From a dataset of Full USPTO retrosynthesis dataset with 1.9M reactions from patents (1976-2016). Predict the reactants needed to synthesize the given product. (1) Given the product [CH:29]1[C:38]2[C:33](=[CH:34][CH:35]=[CH:36][CH:37]=2)[CH:32]=[CH:31][C:30]=1[CH2:39][C:40]1[O:41][C:42]([CH3:46])=[C:43]([CH3:45])[C:44]=1[C:7]([C:6]1[CH:10]=[C:11]([CH:15]([CH3:17])[CH3:16])[C:12]([O:13][CH3:14])=[C:4]([CH:1]([CH3:2])[CH3:3])[CH:5]=1)=[O:9], predict the reactants needed to synthesize it. The reactants are: [CH:1]([C:4]1[CH:5]=[C:6]([CH:10]=[C:11]([CH:15]([CH3:17])[CH3:16])[C:12]=1[O:13][CH3:14])[C:7]([OH:9])=O)([CH3:3])[CH3:2].C(Cl)(=O)C(Cl)=O.[Sn](Cl)(Cl)(Cl)Cl.[CH:29]1[C:38]2[C:33](=[CH:34][CH:35]=[CH:36][CH:37]=2)[CH:32]=[CH:31][C:30]=1[CH2:39][C:40]1[O:41][C:42]([CH3:46])=[C:43]([CH3:45])[CH:44]=1. (2) Given the product [Br:1][C:2]1[CH:25]=[CH:24][C:5]([CH2:6][N:7]2[C:8]3[CH:13]=[C:12]([O:14][CH2:15][C:16]4[CH:21]=[CH:20][C:19]([CH3:22])=[CH:18][N:17]=4)[CH:11]=[CH:10][C:9]=3[N:23]=[C:35]2[C@@H:26]2[CH2:31][CH2:30][CH2:29][CH2:28][C@@H:27]2[C:32]([OH:34])=[O:33])=[CH:4][CH:3]=1, predict the reactants needed to synthesize it. The reactants are: [Br:1][C:2]1[CH:25]=[CH:24][C:5]([CH2:6][NH:7][C:8]2[C:9]([NH2:23])=[CH:10][CH:11]=[C:12]([O:14][CH2:15][C:16]3[CH:21]=[CH:20][C:19]([CH3:22])=[CH:18][N:17]=3)[CH:13]=2)=[CH:4][CH:3]=1.[C@@H:26]12[C:35](=O)[O:34][C:32](=[O:33])[C@@H:27]1[CH2:28][CH2:29][CH2:30][CH2:31]2.CCN(C(C)C)C(C)C.Cl.[OH-].[Na+]. (3) Given the product [F:1][C:2]1[CH:7]=[CH:6][CH:5]=[CH:4][C:3]=1[C@@H:8]([NH:10][C:11]1[S:12][C:13]([C:19]2[CH:26]=[CH:25][C:22]([C:23]#[N:24])=[CH:21][CH:20]=2)([CH3:17])[C:14](=[O:16])[N:15]=1)[CH3:9], predict the reactants needed to synthesize it. The reactants are: [F:1][C:2]1[CH:7]=[CH:6][CH:5]=[CH:4][C:3]=1[C@@H:8]([NH:10][C:11]1[S:12][CH:13]([CH3:17])[C:14](=[O:16])[N:15]=1)[CH3:9].Br[C:19]1[CH:26]=[CH:25][C:22]([C:23]#[N:24])=[CH:21][CH:20]=1.C1(P(C2C=CC=CC=2)C2C=CC3C(=CC=CC=3)C=2C2C3C(=CC=CC=3)C=CC=2P(C2C=CC=CC=2)C2C=CC=CC=2)C=CC=CC=1.C[Si]([N-][Si](C)(C)C)(C)C.[Na+]. (4) Given the product [Cl:1][C:2]1[C:3]([F:19])=[C:4]([N:8]2[C:12]([O:13][S:34]([C:37]([F:40])([F:39])[F:38])(=[O:36])=[O:35])=[CH:11][C:10]([C:14]([O:16][CH2:17][CH3:18])=[O:15])=[N:9]2)[CH:5]=[CH:6][CH:7]=1, predict the reactants needed to synthesize it. The reactants are: [Cl:1][C:2]1[C:3]([F:19])=[C:4]([N:8]2[C:12]([OH:13])=[CH:11][C:10]([C:14]([O:16][CH2:17][CH3:18])=[O:15])=[N:9]2)[CH:5]=[CH:6][CH:7]=1.C(N(CC)CC)C.C1C=CC(N([S:34]([C:37]([F:40])([F:39])[F:38])(=[O:36])=[O:35])[S:34]([C:37]([F:40])([F:39])[F:38])(=[O:36])=[O:35])=CC=1. (5) Given the product [CH:1]([O:4][C:5]1[CH:6]=[C:7]([C:15]2[O:19][N:18]=[C:17]([C:20]3[CH:28]=[CH:27][C:26]4[N:25]([CH3:29])[C:24]5[CH:30]([CH2:33][C:34]([OH:36])=[O:35])[CH2:31][CH2:32][C:23]=5[C:22]=4[CH:21]=3)[N:16]=2)[CH:8]=[C:9]([C:11]([F:14])([F:12])[F:13])[CH:10]=1)([CH3:3])[CH3:2], predict the reactants needed to synthesize it. The reactants are: [CH:1]([O:4][C:5]1[CH:6]=[C:7]([C:15]2[O:19][N:18]=[C:17]([C:20]3[CH:28]=[CH:27][C:26]4[N:25]([CH3:29])[C:24]5[CH:30]([CH2:33][C:34]([O:36]C)=[O:35])[CH2:31][CH2:32][C:23]=5[C:22]=4[CH:21]=3)[N:16]=2)[CH:8]=[C:9]([C:11]([F:14])([F:13])[F:12])[CH:10]=1)([CH3:3])[CH3:2].O1CCOCC1.[OH-].[Li+].Cl. (6) Given the product [C:2]1([C:3]([O:5][CH2:6][CH3:7])=[O:4])([C:1]([O:9][CH2:10][CH3:11])=[O:8])[CH2:18][CH:17]=[CH:16][CH2:15]1, predict the reactants needed to synthesize it. The reactants are: [C:1]([O:9][CH2:10][CH3:11])(=[O:8])[CH2:2][C:3]([O:5][CH2:6][CH3:7])=[O:4].[H-].[Na+].Cl[CH2:15]/[CH:16]=[CH:17]\[CH2:18]Cl.